This data is from NCI-60 drug combinations with 297,098 pairs across 59 cell lines. The task is: Regression. Given two drug SMILES strings and cell line genomic features, predict the synergy score measuring deviation from expected non-interaction effect. (1) Drug 1: C1=CC(=CC=C1CCC2=CNC3=C2C(=O)NC(=N3)N)C(=O)NC(CCC(=O)O)C(=O)O. Drug 2: CC=C1C(=O)NC(C(=O)OC2CC(=O)NC(C(=O)NC(CSSCCC=C2)C(=O)N1)C(C)C)C(C)C. Cell line: PC-3. Synergy scores: CSS=49.6, Synergy_ZIP=2.29, Synergy_Bliss=-2.20, Synergy_Loewe=1.63, Synergy_HSA=3.24. (2) Drug 2: CC1=C(C=C(C=C1)C(=O)NC2=CC(=CC(=C2)C(F)(F)F)N3C=C(N=C3)C)NC4=NC=CC(=N4)C5=CN=CC=C5. Cell line: SR. Drug 1: C1=CC(=C2C(=C1NCCNCCO)C(=O)C3=C(C=CC(=C3C2=O)O)O)NCCNCCO. Synergy scores: CSS=69.6, Synergy_ZIP=4.50, Synergy_Bliss=3.58, Synergy_Loewe=-19.3, Synergy_HSA=5.05. (3) Drug 1: CNC(=O)C1=NC=CC(=C1)OC2=CC=C(C=C2)NC(=O)NC3=CC(=C(C=C3)Cl)C(F)(F)F. Drug 2: C1CN(CCN1C(=O)CCBr)C(=O)CCBr. Cell line: BT-549. Synergy scores: CSS=-5.65, Synergy_ZIP=-0.764, Synergy_Bliss=-3.98, Synergy_Loewe=-13.7, Synergy_HSA=-9.00. (4) Drug 1: CC1=CC=C(C=C1)C2=CC(=NN2C3=CC=C(C=C3)S(=O)(=O)N)C(F)(F)F. Drug 2: C(CCl)NC(=O)N(CCCl)N=O. Cell line: OVCAR3. Synergy scores: CSS=2.67, Synergy_ZIP=-0.664, Synergy_Bliss=-1.22, Synergy_Loewe=-5.22, Synergy_HSA=-2.92. (5) Cell line: PC-3. Drug 2: C1C(C(OC1N2C=NC3=C(N=C(N=C32)Cl)N)CO)O. Synergy scores: CSS=15.0, Synergy_ZIP=-5.05, Synergy_Bliss=-2.08, Synergy_Loewe=-0.682, Synergy_HSA=1.40. Drug 1: C1=CN(C(=O)N=C1N)C2C(C(C(O2)CO)O)O.Cl. (6) Drug 1: C(=O)(N)NO. Drug 2: CCC1(C2=C(COC1=O)C(=O)N3CC4=CC5=C(C=CC(=C5CN(C)C)O)N=C4C3=C2)O.Cl. Cell line: UACC-257. Synergy scores: CSS=7.27, Synergy_ZIP=0.0929, Synergy_Bliss=-1.50, Synergy_Loewe=-8.71, Synergy_HSA=-0.548.